This data is from Catalyst prediction with 721,799 reactions and 888 catalyst types from USPTO. The task is: Predict which catalyst facilitates the given reaction. The catalyst class is: 225. Product: [Cl:1][C:2]1[N:3]=[C:4]([N:12]2[CH2:17][CH2:16][CH2:15][CH2:14][CH2:13]2)[C:5]2[CH:10]=[CH:9][NH:8][C:6]=2[N:7]=1. Reactant: [Cl:1][C:2]1[N:3]=[C:4](Cl)[C:5]2[CH:10]=[CH:9][NH:8][C:6]=2[N:7]=1.[NH:12]1[CH2:17][CH2:16][CH2:15][CH2:14][CH2:13]1.C(N(CC)CC)C.O.